From a dataset of NCI-60 drug combinations with 297,098 pairs across 59 cell lines. Regression. Given two drug SMILES strings and cell line genomic features, predict the synergy score measuring deviation from expected non-interaction effect. (1) Synergy scores: CSS=77.5, Synergy_ZIP=0.891, Synergy_Bliss=2.22, Synergy_Loewe=-1.10, Synergy_HSA=5.04. Drug 2: CCN(CC)CCCC(C)NC1=C2C=C(C=CC2=NC3=C1C=CC(=C3)Cl)OC. Drug 1: CC=C1C(=O)NC(C(=O)OC2CC(=O)NC(C(=O)NC(CSSCCC=C2)C(=O)N1)C(C)C)C(C)C. Cell line: SK-MEL-2. (2) Drug 2: C(CN)CNCCSP(=O)(O)O. Cell line: NCI-H460. Synergy scores: CSS=0.384, Synergy_ZIP=-0.608, Synergy_Bliss=0.172, Synergy_Loewe=-8.98, Synergy_HSA=-3.41. Drug 1: C1C(C(OC1N2C=NC(=NC2=O)N)CO)O. (3) Drug 1: CNC(=O)C1=CC=CC=C1SC2=CC3=C(C=C2)C(=NN3)C=CC4=CC=CC=N4. Drug 2: CC(C1=C(C=CC(=C1Cl)F)Cl)OC2=C(N=CC(=C2)C3=CN(N=C3)C4CCNCC4)N. Cell line: NCI/ADR-RES. Synergy scores: CSS=-1.04, Synergy_ZIP=1.12, Synergy_Bliss=-0.777, Synergy_Loewe=-0.920, Synergy_HSA=-2.47.